From a dataset of Forward reaction prediction with 1.9M reactions from USPTO patents (1976-2016). Predict the product of the given reaction. (1) The product is: [F:1][C:2]1[CH:3]=[N:4][C:5]([C:8]([NH:9][C:13](=[O:15])[CH3:14])=[CH2:20])=[N:6][CH:7]=1. Given the reactants [F:1][C:2]1[CH:3]=[N:4][C:5]([C:8]#[N:9])=[N:6][CH:7]=1.C[Mg+].[Br-].[C:13](OC(=O)C)(=[O:15])[CH3:14].[C:20](=O)(O)[O-].[Na+], predict the reaction product. (2) Given the reactants [NH2:1][C:2]1[CH:3]=[C:4]([CH:8]=[CH:9][C:10]=1[CH3:11])[C:5]([OH:7])=[O:6].Cl.[N:13]([O-])=O.[Na+].C([O-])(=O)C.[Na+].[CH3:22][C:23]([SH:26])([CH3:25])[CH3:24], predict the reaction product. The product is: [C:23]([S:26]/[N:13]=[N:1]/[C:2]1[CH:3]=[C:4]([CH:8]=[CH:9][C:10]=1[CH3:11])[C:5]([OH:7])=[O:6])([CH3:25])([CH3:24])[CH3:22].